The task is: Predict which catalyst facilitates the given reaction.. This data is from Catalyst prediction with 721,799 reactions and 888 catalyst types from USPTO. (1) Reactant: S(=O)(=O)(O)O.[N:6]1[N:10]2[CH:11]=[CH:12][CH:13]=[CH:14][C:9]2=[CH:8][CH:7]=1.[N+:15]([O-])([OH:17])=[O:16]. Product: [N+:15]([C:8]1[CH:7]=[N:6][N:10]2[CH:11]=[CH:12][CH:13]=[CH:14][C:9]=12)([O-:17])=[O:16]. The catalyst class is: 27. (2) The catalyst class is: 182. Product: [C:24]1([C:8]2[CH:21]=[CH:22][C:11]([C:41]3([OH:43])[C:40]4[CH:39]=[CH:38][CH:37]=[CH:36][C:35]=4[C:34]([C:14]4[CH:23]=[CH:18][C:17]([C:8]5[C:21]6[C:22]7=[C:23]8[C:18](=[CH:19][CH:20]=6)[CH:17]=[CH:16][CH:15]=[C:14]8[CH:13]=[CH:12][C:11]7=[CH:10][CH:9]=5)=[CH:16][CH:15]=4)([OH:44])[C:33]4[C:42]3=[CH:29][CH:30]=[CH:31][CH:32]=4)=[CH:10][CH:9]=2)[C:52]2[C:47]3=[C:48]4[C:49](=[CH:50][CH:51]=2)[CH:52]=[CH:51][CH:50]=[C:49]4[CH:48]=[CH:47][C:27]3=[CH:26][CH:25]=1. Reactant: BrC1C=CC=CC=1[C:8]1[C:21]2[C:22]3=[C:23]4[C:18](=[CH:19][CH:20]=2)[CH:17]=[CH:16][CH:15]=[C:14]4[CH:13]=[CH:12][C:11]3=[CH:10][CH:9]=1.[CH2:24]([Li])[CH2:25][CH2:26][CH3:27].[CH:29]1[C:42]2[C:41](=[O:43])[C:40]3[C:35](=[CH:36][CH:37]=[CH:38][CH:39]=3)[C:34](=[O:44])[C:33]=2[CH:32]=[CH:31][CH:30]=1.[Cl-].[NH4+].[CH3:47][CH2:48][CH2:49][CH2:50][CH2:51][CH3:52]. (3) Reactant: [H-].[Na+].[CH3:3][C:4]1[CH:8]=[C:7]([CH2:9][NH:10][C:11](=[O:17])[O:12][C:13]([CH3:16])([CH3:15])[CH3:14])[O:6][N:5]=1.I[CH2:19][CH3:20]. Product: [CH2:19]([N:10]([CH2:9][C:7]1[O:6][N:5]=[C:4]([CH3:3])[CH:8]=1)[C:11](=[O:17])[O:12][C:13]([CH3:14])([CH3:16])[CH3:15])[CH3:20]. The catalyst class is: 3. (4) Reactant: [NH2:1][C:2]1[C:19]([F:20])=[CH:18][C:5]([O:6][C:7]2[CH:12]=[C:11](Cl)[N:10]=[C:9]([NH:14][C:15](=[O:17])[CH3:16])[N:8]=2)=[C:4]([F:21])[CH:3]=1. Product: [NH2:1][C:2]1[C:19]([F:20])=[CH:18][C:5]([O:6][C:7]2[CH:12]=[CH:11][N:10]=[C:9]([NH:14][C:15](=[O:17])[CH3:16])[N:8]=2)=[C:4]([F:21])[CH:3]=1. The catalyst class is: 43. (5) Reactant: [Cl:1][C:2]1[CH:10]=[C:9]2[C:5]([CH2:6][C:7](=[O:11])[NH:8]2)=[CH:4][CH:3]=1.[Cl:12][C:13]1[CH:22]=[CH:21][C:16]([O:17][CH2:18][C:19]#[N:20])=[C:15]([CH:23]=O)[CH:14]=1.N1CCCC1. Product: [Cl:12][C:13]1[CH:22]=[CH:21][C:16]([O:17][CH2:18][C:19]#[N:20])=[C:15](/[CH:23]=[C:6]2\[C:7](=[O:11])[NH:8][C:9]3[C:5]\2=[CH:4][CH:3]=[C:2]([Cl:1])[CH:10]=3)[CH:14]=1. The catalyst class is: 5. (6) Reactant: Br[C:2]1[C:7]([C:8]([F:11])([F:10])[F:9])=[CH:6][C:5]([NH:12][C:13]2[N:17]=[C:16]([NH2:18])[NH:15][N:14]=2)=[CH:4][C:3]=1[Cl:19].[F:20][C:21]1[CH:22]=[C:23](B(O)O)[CH:24]=[CH:25][C:26]=1[C:27](=[O:30])[NH:28][CH3:29].C(=O)([O-])[O-].[Na+].[Na+].O. Product: [NH2:18][C:16]1[NH:15][N:14]=[C:13]([NH:12][C:5]2[CH:6]=[C:7]([C:8]([F:11])([F:10])[F:9])[C:2]([C:23]3[CH:24]=[CH:25][C:26]([C:27]([NH:28][CH3:29])=[O:30])=[C:21]([F:20])[CH:22]=3)=[C:3]([Cl:19])[CH:4]=2)[N:17]=1. The catalyst class is: 73. (7) Reactant: [O:1]1[CH:6]=[C:5]([C:7]2[CH:8]=[C:9]3[C:15]([C:16]4[CH:21]=[CH:20][CH:19]=[C:18]([F:22])[N:17]=4)=[N:14][N:13]([CH:23]4[CH2:28][CH2:27][CH2:26][CH2:25][O:24]4)[C:10]3=[CH:11][N:12]=2)[CH2:4][CH2:3][CH2:2]1.C1CC=CCC=1. Product: [F:22][C:18]1[N:17]=[C:16]([C:15]2[C:9]3[C:10](=[CH:11][N:12]=[C:7]([CH:5]4[CH2:4][CH2:3][CH2:2][O:1][CH2:6]4)[CH:8]=3)[N:13]([CH:23]3[CH2:28][CH2:27][CH2:26][CH2:25][O:24]3)[N:14]=2)[CH:21]=[CH:20][CH:19]=1. The catalyst class is: 63. (8) Reactant: [C:1]([C:4]1[CH:5]=[C:6]([NH:10][C:11]([NH:13][C@@H:14]2[CH2:19][CH2:18][NH:17][CH2:16][C@@H:15]2[CH2:20][N:21]2[CH2:26][CH2:25][CH2:24][C@@H:23]([CH2:27][C:28]3[CH:33]=[CH:32][C:31]([F:34])=[CH:30][CH:29]=3)[CH2:22]2)=[O:12])[CH:7]=[CH:8][CH:9]=1)(=[O:3])[CH3:2].C(N(CC)CC)C.[C:42](Cl)(=[O:47])[C:43]([CH3:46])([CH3:45])[CH3:44]. Product: [C:1]([C:4]1[CH:5]=[C:6]([NH:10][C:11]([NH:13][C@@H:14]2[CH2:19][CH2:18][N:17]([C:42](=[O:47])[C:43]([CH3:46])([CH3:45])[CH3:44])[CH2:16][C@H:15]2[CH2:20][N:21]2[CH2:26][CH2:25][CH2:24][C@@H:23]([CH2:27][C:28]3[CH:29]=[CH:30][C:31]([F:34])=[CH:32][CH:33]=3)[CH2:22]2)=[O:12])[CH:7]=[CH:8][CH:9]=1)(=[O:3])[CH3:2]. The catalyst class is: 4. (9) The catalyst class is: 9. Product: [CH3:1][O:2][C:3]1[CH:4]=[CH:5][C:6]2[N:10]=[C:9]([S:11]([CH2:13][C:14]3[C:19]([CH3:20])=[C:18]([O:21][CH3:22])[C:17]([CH3:23])=[CH:16][N:15]=3)=[O:12])[NH:8][C:7]=2[CH:24]=1. Reactant: [CH3:1][O:2][C:3]1[CH:4]=[CH:5][C:6]2[N:10]=[C:9]([S@:11]([CH2:13][C:14]3[C:19]([CH3:20])=[C:18]([O:21][CH3:22])[C:17]([CH3:23])=[CH:16][N:15]=3)=[O:12])[NH:8][C:7]=2[CH:24]=1. (10) Reactant: [F:1][C:2]1[C:25]([O:26][CH3:27])=[CH:24][C:23]([O:28][CH3:29])=[C:22]([F:30])[C:3]=1[CH2:4][O:5][C:6]1[CH:7]=[N:8][C:9]([NH:12][C:13]2[N:17]([CH3:18])[N:16]=[C:15]([C:19](O)=[O:20])[CH:14]=2)=[N:10][CH:11]=1.O1CCOCC1.C(N1C=CN=C1)(N1C=CN=C1)=O.[BH4-].[Na+]. Product: [F:1][C:2]1[C:25]([O:26][CH3:27])=[CH:24][C:23]([O:28][CH3:29])=[C:22]([F:30])[C:3]=1[CH2:4][O:5][C:6]1[CH:11]=[N:10][C:9]([NH:12][C:13]2[N:17]([CH3:18])[N:16]=[C:15]([CH2:19][OH:20])[CH:14]=2)=[N:8][CH:7]=1. The catalyst class is: 146.